Dataset: Peptide-MHC class I binding affinity with 185,985 pairs from IEDB/IMGT. Task: Regression. Given a peptide amino acid sequence and an MHC pseudo amino acid sequence, predict their binding affinity value. This is MHC class I binding data. (1) The peptide sequence is VFLPNTHNL. The MHC is HLA-A02:01 with pseudo-sequence HLA-A02:01. The binding affinity (normalized) is 0.234. (2) The peptide sequence is RVPVSCAVY. The MHC is HLA-B40:01 with pseudo-sequence HLA-B40:01. The binding affinity (normalized) is 0.0847. (3) The peptide sequence is IIRTENRPL. The MHC is HLA-B46:01 with pseudo-sequence HLA-B46:01. The binding affinity (normalized) is 0.0847. (4) The peptide sequence is HSDTHGLYW. The MHC is HLA-B48:01 with pseudo-sequence HLA-B48:01. The binding affinity (normalized) is 0.0847. (5) The peptide sequence is FTWYGIAAL. The MHC is HLA-A68:02 with pseudo-sequence HLA-A68:02. The binding affinity (normalized) is 0.933. (6) The peptide sequence is KRKRITVL. The MHC is Mamu-B03 with pseudo-sequence Mamu-B03. The binding affinity (normalized) is 0.770. (7) The peptide sequence is RMMGVKYLM. The MHC is HLA-B83:01 with pseudo-sequence HLA-B83:01. The binding affinity (normalized) is 0.213.